Dataset: Full USPTO retrosynthesis dataset with 1.9M reactions from patents (1976-2016). Task: Predict the reactants needed to synthesize the given product. (1) Given the product [CH:1]([Cl:3])=[CH2:2].[CH2:16]([O:28][S:29]([C:32]1[CH:37]=[CH:36][CH:35]=[CH:34][CH:33]=1)(=[O:31])=[O:30])[CH2:17][CH2:18][CH2:19][CH2:20][CH2:21][CH2:22][CH2:23][CH2:24][CH2:25][CH2:26][CH3:27].[Na:38].[C:16]([O-:28])(=[O:5])[CH2:17][CH2:18][CH2:19][CH2:20][CH2:21][CH2:22][CH2:23][CH2:24][CH2:25][CH2:26][CH3:27].[K+:14], predict the reactants needed to synthesize it. The reactants are: [CH:1]([Cl:3])=[CH2:2].S(OOS([O-])(=O)=O)([O-])(=O)=[O:5].[K+:14].[K+].[CH2:16]([O:28][S:29]([C:32]1[CH:37]=[CH:36][CH:35]=[CH:34][CH:33]=1)(=[O:31])=[O:30])[CH2:17][CH2:18][CH2:19][CH2:20][CH2:21][CH2:22][CH2:23][CH2:24][CH2:25][CH2:26][CH3:27].[Na:38]. (2) Given the product [C:7]([O:11][C:12]([N:14]1[CH2:19][CH2:18][C:17]([C:21]#[CH:1])([CH3:20])[CH2:16][CH2:15]1)=[O:13])([CH3:10])([CH3:9])[CH3:8], predict the reactants needed to synthesize it. The reactants are: [C:1]([O-])([O-])=O.[K+].[K+].[C:7]([O:11][C:12]([N:14]1[CH2:19][CH2:18][C:17]([CH:21]=O)([CH3:20])[CH2:16][CH2:15]1)=[O:13])([CH3:10])([CH3:9])[CH3:8].[N+](=C(P(=O)(OC)OC)C(=O)C)=[N-]. (3) The reactants are: [ClH:1].[NH2:2][C:3]1[N:8]=[CH:7][C:6](/[CH:9]=[CH:10]/[C:11]([OH:13])=O)=[CH:5][C:4]=1[CH2:14][N:15]1[CH2:19][CH2:18][CH2:17][CH2:16]1.Cl.[CH3:21][N:22]1[CH2:28][C:27]2[CH:29]=[C:30](/[CH:33]=[CH:34]/[C:35](O)=O)C=N[C:26]=2[NH:25][C:24](=O)[CH2:23]1.CNCC1N(C)C2C(C=1)=CC=CC=2.CNCC1C=CC2C(=CC=CC=2)C=1CCC. Given the product [ClH:1].[NH2:2][C:3]1[N:8]=[CH:7][C:6](/[CH:9]=[CH:10]/[C:11]([N:25]([CH3:26])[CH2:24][C:23]2[N:22]([CH3:21])[C:28]3[C:34]([CH:35]=2)=[CH:33][CH:30]=[CH:29][CH:27]=3)=[O:13])=[CH:5][C:4]=1[CH2:14][N:15]1[CH2:19][CH2:18][CH2:17][CH2:16]1, predict the reactants needed to synthesize it. (4) Given the product [CH3:17][N:18]([CH3:20])/[CH:19]=[CH:1]/[C:2]1[C:7]([C:8]([O:10][CH2:11][CH3:12])=[O:9])=[CH:6][N:5]=[C:4]([S:13][CH3:14])[N:3]=1, predict the reactants needed to synthesize it. The reactants are: [CH3:1][C:2]1[C:7]([C:8]([O:10][CH2:11][CH3:12])=[O:9])=[CH:6][N:5]=[C:4]([S:13][CH3:14])[N:3]=1.CO[CH:17](OC)[N:18]([CH3:20])[CH3:19]. (5) Given the product [Cl:14][C:12]([Cl:15])=[CH:13][C:7](=[O:8])[C:6]([F:11])([F:10])[F:5], predict the reactants needed to synthesize it. The reactants are: [Cl-].[Al+3].[Cl-].[Cl-].[F:5][C:6]([F:11])([F:10])[C:7](Cl)=[O:8].[C:12]([Cl:15])([Cl:14])=[CH2:13]. (6) Given the product [Cl:1][C:2]1[CH:3]=[C:4]([C:9]2([CH2:15][N:18]([CH3:19])[CH3:17])[CH2:14][CH2:13][CH2:12][CH2:11][CH2:10]2)[CH:5]=[CH:6][C:7]=1[F:8], predict the reactants needed to synthesize it. The reactants are: [Cl:1][C:2]1[CH:3]=[C:4]([C:9]2([CH:15]=O)[CH2:14][CH2:13][CH2:12][CH2:11][CH2:10]2)[CH:5]=[CH:6][C:7]=1[F:8].[CH3:17][NH:18][CH3:19].ClC1C=C(C2(CNC)CCCCC2)C=CC=1F. (7) Given the product [CH2:1]([O:8][C:9](=[O:33])[CH:10]([NH:25][C:26]([O:28][C:29]([CH3:32])([CH3:31])[CH3:30])=[O:27])[CH2:11][CH2:12][C:13]1[N:23]([CH2:42][C:41]2[CH:44]=[CH:45][C:38]([C:34]([CH3:37])([CH3:36])[CH3:35])=[CH:39][CH:40]=2)[C:16]2[CH:17]=[C:18]([CH3:22])[C:19]([CH3:21])=[CH:20][C:15]=2[N:14]=1)[C:2]1[CH:7]=[CH:6][CH:5]=[CH:4][CH:3]=1, predict the reactants needed to synthesize it. The reactants are: [CH2:1]([O:8][C:9](=[O:33])[C@@H:10]([NH:25][C:26]([O:28][C:29]([CH3:32])([CH3:31])[CH3:30])=[O:27])[CH2:11][CH2:12][C:13](=O)[NH:14][C:15]1[CH:20]=[C:19]([CH3:21])[C:18]([CH3:22])=[CH:17][C:16]=1[NH2:23])[C:2]1[CH:7]=[CH:6][CH:5]=[CH:4][CH:3]=1.[C:34]([C:38]1[CH:45]=[CH:44][C:41]([CH:42]=O)=[CH:40][CH:39]=1)([CH3:37])([CH3:36])[CH3:35].C(O[BH-](OC(=O)C)OC(=O)C)(=O)C.[Na+].[OH-].[Na+]. (8) The reactants are: [Cl:1]C1C=CC=C(C(OO)=[O:9])C=1.[CH3:12][O:13][C:14]1[CH:15]=[C:16]2[C:21](=[CH:22][CH:23]=1)[CH:20]=[N:19][CH:18]=[CH:17]2.CO.Cl. Given the product [ClH:1].[CH3:12][O:13][C:14]1[CH:15]=[C:16]2[C:21](=[CH:22][CH:23]=1)[CH:20]=[N+:19]([O-:9])[CH:18]=[CH:17]2, predict the reactants needed to synthesize it. (9) Given the product [NH2:7][CH2:8][CH2:9][O:10][C:11]1[CH:16]=[CH:15][C:14]([F:17])=[C:13]([CH:18]([CH2:21][C:22]2[CH:23]=[CH:24][CH:25]=[CH:26][CH:27]=2)[C:19]#[N:20])[CH:12]=1, predict the reactants needed to synthesize it. The reactants are: C(OC(=O)[NH:7][CH2:8][CH2:9][O:10][C:11]1[CH:16]=[CH:15][C:14]([F:17])=[C:13]([CH:18]([CH2:21][C:22]2[CH:27]=[CH:26][CH:25]=[CH:24][CH:23]=2)[C:19]#[N:20])[CH:12]=1)(C)(C)C.Cl.